This data is from Full USPTO retrosynthesis dataset with 1.9M reactions from patents (1976-2016). The task is: Predict the reactants needed to synthesize the given product. Given the product [CH3:45][O:44][C:22]1[CH:23]=[C:24]2[C:29](=[CH:30][C:21]=1[OH:20])[N:28]=[CH:27][CH:26]=[C:25]2[O:31][C:32]1[C:33]([C:39]2[S:40][CH:41]=[CH:42][N:43]=2)=[N:34][C:35]([CH3:38])=[CH:36][CH:37]=1, predict the reactants needed to synthesize it. The reactants are: FC(F)(F)C(O)=O.CS(O)(=O)=O.C([O:20][C:21]1[CH:30]=[C:29]2[C:24]([C:25]([O:31][C:32]3[C:33]([C:39]4[S:40][CH:41]=[CH:42][N:43]=4)=[N:34][C:35]([CH3:38])=[CH:36][CH:37]=3)=[CH:26][CH:27]=[N:28]2)=[CH:23][C:22]=1[O:44][CH3:45])C1C=CC=CC=1.C(=O)([O-])O.[Na+].